From a dataset of Kir2.1 potassium channel HTS with 301,493 compounds. Binary Classification. Given a drug SMILES string, predict its activity (active/inactive) in a high-throughput screening assay against a specified biological target. (1) The compound is S(=O)(=O)(NCC(OCC(=O)c1c(ccc(c1)C)C)=O)c1ccccc1. The result is 0 (inactive). (2) The compound is S(CC(=O)c1c(n(c(=O)n(c1=O)C)C)N)c1n(nnn1)c1c(cccc1)C. The result is 0 (inactive). (3) The compound is S(=O)(=O)(N\N=C1/CC(Oc2c1cccc2)c1ccccc1)c1ccccc1. The result is 0 (inactive). (4) The molecule is Clc1ccc(NC(=O)COC(=O)c2ccc(O)cc2)cc1. The result is 0 (inactive). (5) The compound is o1c(nnc1COC(=O)c1ccc(cc1)CO)c1ccccc1. The result is 0 (inactive).